This data is from Drug-target binding data from BindingDB using Kd measurements. The task is: Regression. Given a target protein amino acid sequence and a drug SMILES string, predict the binding affinity score between them. We predict pKd (pKd = -log10(Kd in M); higher means stronger binding). Dataset: bindingdb_kd. (1) The compound is CCOc1cc2ncc(C#N)c(Nc3ccc(OCc4cccc(F)c4)c(Cl)c3)c2cc1NC(=O)CC1CCSS1. The target protein sequence is MRPSGTAGAALLALLAALCPASRALEEKKVCQGTSNKLTQLGTFEDHFLSLQRMFNNCEVVLGNLEITYVQRNYDLSFLKTIQEVAGYVLIALNTVERIPLENLQIIRGNMYYENSYALAVLSNYDANKTGLKELPMRNLQEILHGAVRFSNNPALCNVESIQWRDIVSSDFLSNMSMDFQNHLGSCQKCDPSCPNGSCWGAGEENCQKLTKIICAQQCSGRCRGKSPSDCCHNQCAAGCTGPRESDCLVCRKFRDEATCKDTCPPLMLYNPTTYQMDVNPEGKYSFGATCVKKCPRNYVVTDHGSCVRACGADSYEMEEDGVRKCKKCEGPCRKVCNGIGIGEFKDSLSINATNIKHFKNCTSISGDLHILPVAFRGDSFTHTPPLDPQELDILKTVKEITGFLLIQAWPENRTDLHAFENLEIIRGRTKQHGQFSLAVVSLNITSLGLRSLKEISDGDVIISGNKNLCYANTINWKKLFGTSGQKTKIISNRGENSCK.... The pKd is 7.3. (2) The compound is CCOC(=O)c1ccnc(CNCC(=O)N(CC)CCN(C)C)c1. The target protein sequence is MAGVGPGGYAAEFVPPPECPVFEPSWEEFTDPLSFIGRIRPLAEKTGICKIRPPKDWQPPFACEVKSFRFTPRVQRLNELEAMTRVRLDFLDQLAKFWELQGSTLKIPVVERKILDLYALSKIVASKGGFEMVTKEKKWSKVGSRLGYLPGKGTGSLLKSHYERILYPYELFQSGVSLMGVQMPNLDLKEKVEPEVLSTDTQTSPEPGTRMNILPKRTRRVKTQSESGDVSRNTELKKLQIFGAGPKVVGLAMGTKDKEDEVTRRRKVTNRSDAFNMQMRQRKGTLSVNFVDLYVCMFCGRGNNEDKLLLCDGCDDSYHTFCLIPPLPDVPKGDWRCPKCVAEECSKPREAFGFEQAVREYTLQSFGEMADNFKSDYFNMPVHMVPTELVEKEFWRLVSSIEEDVIVEYGADISSKDFGSGFPVKDGRRKILPEEEEYALSGWNLNNMPVLEQSVLAHINVDISGMKVPWLYVGMCFSSFCWHIEDHWSYSINYLHWGEP.... The pKd is 5.0.